From a dataset of Peptide-MHC class I binding affinity with 185,985 pairs from IEDB/IMGT. Regression. Given a peptide amino acid sequence and an MHC pseudo amino acid sequence, predict their binding affinity value. This is MHC class I binding data. (1) The peptide sequence is TLIDDPDNNL. The MHC is HLA-A02:01 with pseudo-sequence HLA-A02:01. The binding affinity (normalized) is 0.384. (2) The peptide sequence is RRAIRGEKL. The MHC is HLA-B27:05 with pseudo-sequence HLA-B27:05. The binding affinity (normalized) is 0.771. (3) The peptide sequence is KIQNFRVYYR. The MHC is HLA-A03:01 with pseudo-sequence HLA-A03:01. The binding affinity (normalized) is 0.460. (4) The peptide sequence is VGNVYVKF. The MHC is Patr-A0301 with pseudo-sequence Patr-A0301. The binding affinity (normalized) is 0. (5) The peptide sequence is LNWFEIWIV. The MHC is HLA-B39:01 with pseudo-sequence HLA-B39:01. The binding affinity (normalized) is 0.0847.